Dataset: M1 muscarinic receptor antagonist screen with 61,756 compounds. Task: Binary Classification. Given a drug SMILES string, predict its activity (active/inactive) in a high-throughput screening assay against a specified biological target. (1) The compound is O=C1c2c(nc(N3CCN(CC3)c3ccccc3)nc2C)CCC1. The result is 0 (inactive). (2) The molecule is O(C(=O)N1CCN(Cc2n(CCCCCC)c3c(n2)n(c(=O)n(c3=O)C)C)CC1)CC. The result is 0 (inactive). (3) The compound is O=C1N(C(\C(C1=O)=C(\O)c1cc(OC)ccc1)c1ccncc1)Cc1occc1. The result is 0 (inactive). (4) The drug is s1c2c(CC(OC2)(C)C)c2C(NCCCO)N=C(SC)Nc12. The result is 0 (inactive). (5) The compound is S(Cc1cc(ccc1)C(F)(F)F)c1n(c(nn1)c1occc1)C. The result is 0 (inactive). (6) The compound is o1c(C(=O)/C(=c2/[nH]cccc2)C#N)ccc1. The result is 0 (inactive). (7) The compound is Clc1c(NC(=O)COC(=O)Cc2ccc(OC)cc2)ncc(Cl)c1. The result is 0 (inactive).